The task is: Predict the reaction yield, written as a fraction of the theoretical maximum amount of product (1.0 means a 100% yield; for example, 0.34 means a 34% yield).. This data is from Reaction yield outcomes from USPTO patents with 853,638 reactions. (1) The reactants are [C:1]([C:4]1[CH:5]=[C:6]([CH:40]=[CH:41][CH:42]=1)[CH2:7][CH2:8][C:9]1[C:14]([C:15]([F:18])([F:17])[F:16])=[CH:13][N:12]=[C:11]([NH:19][C:20]2[CH:39]=[CH:38][C:23]([CH2:24][N:25]3[CH2:30][CH2:29][N:28](C(OC(C)(C)C)=O)[CH2:27][CH2:26]3)=[CH:22][CH:21]=2)[N:10]=1)(=[O:3])[NH2:2].C(O)(C(F)(F)F)=O. The catalyst is C(Cl)Cl. The product is [N:25]1([CH2:24][C:23]2[CH:22]=[CH:21][C:20]([NH:19][C:11]3[N:10]=[C:9]([CH2:8][CH2:7][C:6]4[CH:5]=[C:4]([CH:42]=[CH:41][CH:40]=4)[C:1]([NH2:2])=[O:3])[C:14]([C:15]([F:17])([F:16])[F:18])=[CH:13][N:12]=3)=[CH:39][CH:38]=2)[CH2:26][CH2:27][NH:28][CH2:29][CH2:30]1. The yield is 0.400. (2) The reactants are O1CCCC1[NH2:6].[F:7][C:8]([F:39])([F:38])[C:9]1[CH:10]=[C:11]([C@H:19]2[O:23][C:22](=[O:24])[N:21]([CH2:25][C:26]3[C:27](Cl)=[N:28][CH:29]=[C:30]([C:32]([F:35])([F:34])[F:33])[CH:31]=3)[C@H:20]2[CH3:37])[CH:12]=[C:13]([C:15]([F:18])([F:17])[F:16])[CH:14]=1.[C:40]([O:43][CH2:44][CH3:45])(=O)[CH3:41]. No catalyst specified. The product is [F:7][C:8]([F:39])([F:38])[C:9]1[CH:10]=[C:11]([C@H:19]2[O:23][C:22](=[O:24])[N:21]([CH2:25][C:26]3[C:27]([NH:6][CH:41]4[CH2:45][CH2:44][O:43][CH2:40]4)=[N:28][CH:29]=[C:30]([C:32]([F:35])([F:34])[F:33])[CH:31]=3)[C@H:20]2[CH3:37])[CH:12]=[C:13]([C:15]([F:18])([F:17])[F:16])[CH:14]=1. The yield is 0.360. (3) The reactants are [NH:1]1[C:9]2[C:4](=[CH:5][CH:6]=[CH:7][CH:8]=2)[CH2:3][C:2]1=[O:10].[Li]CCCC.Br[CH2:17][CH2:18][O:19][C:20]1[CH:25]=[CH:24][C:23]([Cl:26])=[CH:22][C:21]=1[Cl:27].[NH4+].[Cl-]. The catalyst is C1COCC1. The product is [Cl:27][C:21]1[CH:22]=[C:23]([Cl:26])[CH:24]=[CH:25][C:20]=1[O:19][CH2:18][CH2:17][CH:3]1[C:4]2[C:9](=[CH:8][CH:7]=[CH:6][CH:5]=2)[NH:1][C:2]1=[O:10]. The yield is 0.0580. (4) The catalyst is CO. The yield is 0.920. The reactants are [Cl:1][C:2]1([C:22]([O:24]CC)=[O:23])[CH:7]=[CH:6][C:5]([N:8]([C:12]2[CH:17]=[CH:16][CH:15]=[CH:14][C:13]=2[C:18]([F:21])([F:20])[F:19])[C:9](=[O:11])[NH2:10])=[CH:4][CH2:3]1.[OH-].[K+]. The product is [Cl:1][C:2]1([C:22]([OH:24])=[O:23])[CH:3]=[CH:4][C:5]([N:8]([C:12]2[CH:17]=[CH:16][CH:15]=[CH:14][C:13]=2[C:18]([F:21])([F:19])[F:20])[C:9](=[O:11])[NH2:10])=[CH:6][CH2:7]1. (5) The reactants are [CH2:1]([O:5][C:6]1[C:15]2[C:10](=[CH:11][C:12]([Cl:17])=[C:13]([Cl:16])[CH:14]=2)[C:9](=[O:18])[N:8]([CH2:19][CH2:20][C:21]([OH:23])=O)[C:7]=1[CH2:24][N:25]1[C:33](=[O:34])[C:32]2[C:27](=[CH:28][CH:29]=[CH:30][CH:31]=2)[C:26]1=[O:35])[CH2:2][CH2:3][CH3:4].[NH:36]1[CH2:40][CH2:39][CH2:38][CH2:37]1.Cl.C(N=C=NCCCN(C)C)C.ON1C2C=CC=CC=2N=N1. The catalyst is CN(C)C=O.O. The product is [CH2:1]([O:5][C:6]1[C:15]2[C:10](=[CH:11][C:12]([Cl:17])=[C:13]([Cl:16])[CH:14]=2)[C:9](=[O:18])[N:8]([CH2:19][CH2:20][C:21](=[O:23])[N:36]2[CH2:40][CH2:39][CH2:38][CH2:37]2)[C:7]=1[CH2:24][N:25]1[C:26](=[O:35])[C:27]2[C:32](=[CH:31][CH:30]=[CH:29][CH:28]=2)[C:33]1=[O:34])[CH2:2][CH2:3][CH3:4]. The yield is 0.661. (6) The product is [F:7][CH2:8][CH2:9][O:10][CH:11]1[C:15](=[O:2])[N:14]([C:16]([O:18][C:19]([CH3:22])([CH3:21])[CH3:20])=[O:17])[CH:13]([C:23]([O:25][CH3:26])=[O:24])[CH2:12]1. The reactants are I([O-])(=O)(=O)=[O:2].[Na+].[F:7][CH2:8][CH2:9][O:10][CH:11]1[CH2:15][N:14]([C:16]([O:18][C:19]([CH3:22])([CH3:21])[CH3:20])=[O:17])[CH:13]([C:23]([O:25][CH3:26])=[O:24])[CH2:12]1. The yield is 0.170. The catalyst is O.ClCCl.O.[Ru](Cl)(Cl)Cl.